Dataset: Catalyst prediction with 721,799 reactions and 888 catalyst types from USPTO. Task: Predict which catalyst facilitates the given reaction. (1) Reactant: C([N:14]1[CH2:17][CH:16]([O:18][C:19]2[C:27]3[NH:26][C:25](=[O:28])[N:24]([CH2:29][C:30]4[CH:35]=[CH:34][CH:33]=[CH:32][CH:31]=4)[C:23]=3[CH:22]=[CH:21][CH:20]=2)[CH2:15]1)(C1C=CC=CC=1)C1C=CC=CC=1.ClC(OC(Cl)C)=O. Product: [NH:14]1[CH2:17][CH:16]([O:18][C:19]2[C:27]3[NH:26][C:25](=[O:28])[N:24]([CH2:29][C:30]4[CH:31]=[CH:32][CH:33]=[CH:34][CH:35]=4)[C:23]=3[CH:22]=[CH:21][CH:20]=2)[CH2:15]1. The catalyst class is: 68. (2) Reactant: [CH:1]1([CH2:4][NH2:5])[CH2:3][CH2:2]1.S=[C:7]1[CH2:11][S:10][C:9](=[O:12])[NH:8]1. Product: [CH:1]1([CH2:4][NH:5][C:7]2[CH2:11][S:10][C:9](=[O:12])[N:8]=2)[CH2:3][CH2:2]1. The catalyst class is: 8. (3) Reactant: [H-].[Na+].[CH:3]1[C:8]2[C:9]3[NH:10][C:11]4[C:16]([C:17]=3[CH2:18][CH2:19][O:20][C:7]=2[CH:6]=[CH:5][CH:4]=1)=[CH:15][CH:14]=[CH:13][CH:12]=4.Br[CH2:22][CH2:23][CH2:24][CH2:25][CH2:26][CH2:27][Cl:28].O. Product: [Cl:28][CH2:27][CH2:26][CH2:25][CH2:24][CH2:23][CH2:22][N:10]1[C:11]2[C:16](=[CH:15][CH:14]=[CH:13][CH:12]=2)[C:17]2[CH2:18][CH2:19][O:20][C:7]3[CH:6]=[CH:5][CH:4]=[CH:3][C:8]=3[C:9]1=2. The catalyst class is: 3.